This data is from Reaction yield outcomes from USPTO patents with 853,638 reactions. The task is: Predict the reaction yield, written as a fraction of the theoretical maximum amount of product (1.0 means a 100% yield; for example, 0.34 means a 34% yield). (1) The reactants are [CH3:1][O:2][C:3]1[CH:8]=[C:7]([O:9][CH3:10])[CH:6]=[C:5]([CH:11]=[CH:12][C:13]2[CH:18]=[CH:17][C:16]([O:19][CH3:20])=[CH:15][CH:14]=2)[C:4]=1[CH:21]([C:23]1[CH:28]=[C:27]([O:29][CH3:30])[CH:26]=[C:25]([O:31][CH3:32])[CH:24]=1)O.C(O)(C(F)(F)F)=[O:34].C([O-])([O-])=O.[K+].[K+].CO. The catalyst is C(Cl)Cl.O. The product is [CH3:32][O:31][C:25]1[CH:24]=[C:23]([CH:21]2[C:4]3[C:5](=[CH:6][C:7]([O:9][CH3:10])=[CH:8][C:3]=3[O:2][CH3:1])[CH:11]([OH:34])[CH:12]2[C:13]2[CH:18]=[CH:17][C:16]([O:19][CH3:20])=[CH:15][CH:14]=2)[CH:28]=[C:27]([O:29][CH3:30])[CH:26]=1. The yield is 0.750. (2) The reactants are [Cl:1][C:2]1[N:11]=[C:10](Cl)[C:9]2[C:4](=[CH:5][CH:6]=[C:7]([I:13])[CH:8]=2)[N:3]=1.[CH:14]1([C:17]2[CH:18]=[C:19]([NH2:22])[NH:20][N:21]=2)[CH2:16][CH2:15]1. The catalyst is C(O)C. The product is [Cl:1][C:2]1[N:11]=[C:10]([NH:22][C:19]2[NH:20][N:21]=[C:17]([CH:14]3[CH2:16][CH2:15]3)[CH:18]=2)[C:9]2[C:4](=[CH:5][CH:6]=[C:7]([I:13])[CH:8]=2)[N:3]=1. The yield is 0.810. (3) The reactants are [CH3:1][O:2][C:3]1[C:4]([N:17]2[CH2:22][CH2:21][O:20][CH2:19][CH2:18]2)=[N:5][C:6]([C:9]2[CH:10]=[C:11]([NH2:16])[C:12]([NH2:15])=[CH:13][CH:14]=2)=[N:7][CH:8]=1.[N:23]#[C:24]Br. The catalyst is C(#N)C.O. The product is [CH3:1][O:2][C:3]1[C:4]([N:17]2[CH2:22][CH2:21][O:20][CH2:19][CH2:18]2)=[N:5][C:6]([C:9]2[CH:14]=[CH:13][C:12]3[NH:15][C:24]([NH2:23])=[N:16][C:11]=3[CH:10]=2)=[N:7][CH:8]=1. The yield is 0.518. (4) The reactants are [Cl:1][C:2]1[NH:3][CH:4]=[C:5]([N+:7]([O-:9])=[O:8])[N:6]=1.[Si:10]([O:17][CH2:18][CH:19]([O:22][CH:23]1[CH2:28][CH2:27][CH2:26][CH2:25][O:24]1)[CH2:20]Cl)([C:13]([CH3:16])([CH3:15])[CH3:14])([CH3:12])[CH3:11]. No catalyst specified. The product is [Si:10]([O:17][CH2:18][CH:19]([O:22][CH:23]1[CH2:28][CH2:27][CH2:26][CH2:25][O:24]1)[CH2:20][N:3]1[CH:4]=[C:5]([N+:7]([O-:9])=[O:8])[N:6]=[C:2]1[Cl:1])([C:13]([CH3:16])([CH3:14])[CH3:15])([CH3:12])[CH3:11]. The yield is 0.743. (5) The reactants are [F:1][C:2]([F:11])([F:10])[O:3][CH2:4][CH2:5][CH2:6][C:7]([NH2:9])=[O:8].[Li+].C[Si]([N-][Si](C)(C)C)(C)C.Cl[C:23]([O:25][C:26]([CH3:28])=[CH2:27])=[O:24]. The catalyst is C1COCC1. The product is [F:1][C:2]([F:10])([F:11])[O:3][CH2:4][CH2:5][CH2:6][C:7]([NH:9][C:23](=[O:24])[O:25][C:26]([CH3:28])=[CH2:27])=[O:8]. The yield is 1.00. (6) The reactants are [CH2:1]([N:3]1[C:11]2[C:6](=[CH:7][CH:8]=[C:9]([O:12][CH3:13])[CH:10]=2)[C:5]([C:14]#[N:15])=[C:4]1[C:16]1[CH:21]=[CH:20][C:19]([OH:22])=[C:18]([N+:23]([O-])=O)[CH:17]=1)[CH3:2]. The catalyst is [Pd].CCOC(C)=O. The product is [NH2:23][C:18]1[CH:17]=[C:16]([C:4]2[N:3]([CH2:1][CH3:2])[C:11]3[C:6]([C:5]=2[C:14]#[N:15])=[CH:7][CH:8]=[C:9]([O:12][CH3:13])[CH:10]=3)[CH:21]=[CH:20][C:19]=1[OH:22]. The yield is 0.910.